Dataset: Full USPTO retrosynthesis dataset with 1.9M reactions from patents (1976-2016). Task: Predict the reactants needed to synthesize the given product. (1) Given the product [CH3:1][O:2][C:3](=[O:24])[CH2:4][C:5]1[CH:6]=[C:7]([C:12]2[CH:17]=[C:16]([O:18][CH3:19])[CH:15]=[CH:14][C:13]=2[CH2:20][N:21]([CH2:22][CH3:23])[C:33]([NH:32][CH2:25][C:26]2[CH:31]=[CH:30][CH:29]=[CH:28][CH:27]=2)=[O:34])[CH:8]=[C:9]([Cl:11])[CH:10]=1, predict the reactants needed to synthesize it. The reactants are: [CH3:1][O:2][C:3](=[O:24])[CH2:4][C:5]1[CH:6]=[C:7]([C:12]2[CH:17]=[C:16]([O:18][CH3:19])[CH:15]=[CH:14][C:13]=2[CH2:20][NH:21][CH2:22][CH3:23])[CH:8]=[C:9]([Cl:11])[CH:10]=1.[CH2:25]([N:32]=[C:33]=[O:34])[C:26]1[CH:31]=[CH:30][CH:29]=[CH:28][CH:27]=1. (2) The reactants are: [NH2:1][C:2]1[CH:10]=[CH:9][C:8]([N+:11]([O-:13])=[O:12])=[CH:7][C:3]=1[C:4]([OH:6])=O.[NH2:14][CH2:15][CH:16]1[CH2:19][O:18][CH2:17]1.CCN(C(C)C)C(C)C.C(P1(=O)OP(CCC)(=O)OP(CCC)(=O)O1)CC. Given the product [NH2:1][C:2]1[CH:10]=[CH:9][C:8]([N+:11]([O-:13])=[O:12])=[CH:7][C:3]=1[C:4]([NH:14][CH2:15][CH:16]1[CH2:19][O:18][CH2:17]1)=[O:6], predict the reactants needed to synthesize it. (3) Given the product [CH2:22]([C:29]1[N:30]=[C:31]([C:34]2[CH:39]=[CH:38][N:37]=[C:36]([NH:40][C:41](=[O:48])[C:42]3[CH:47]=[CH:46][CH:45]=[CH:44][CH:43]=3)[CH:35]=2)[NH:32][CH:33]=1)[C:23]1[CH:28]=[CH:27][CH:26]=[CH:25][CH:24]=1, predict the reactants needed to synthesize it. The reactants are: CC1CNC(C2C=CN=C(NC(=O)C3C=CC=CC=3)C=2)=N1.[CH2:22]([CH:29]1[CH2:33][NH:32][C:31]([C:34]2[CH:39]=[CH:38][N:37]=[C:36]([NH:40][C:41](=[O:48])[C:42]3[CH:47]=[CH:46][CH:45]=[CH:44][CH:43]=3)[CH:35]=2)=[N:30]1)[C:23]1[CH:28]=[CH:27][CH:26]=[CH:25][CH:24]=1. (4) Given the product [CH3:17][C:18]1([CH3:27])[NH:19][C:20]([CH3:26])([CH3:25])[CH2:21][CH:22]([NH:24][C:10]([C:9]([NH:8][C:5]2[CH:6]=[CH:7][C:2]([Cl:1])=[C:3]([F:16])[CH:4]=2)=[O:15])=[O:12])[CH2:23]1, predict the reactants needed to synthesize it. The reactants are: [Cl:1][C:2]1[CH:7]=[CH:6][C:5]([NH:8][C:9](=[O:15])[C:10]([O:12]CC)=O)=[CH:4][C:3]=1[F:16].[CH3:17][C:18]1([CH3:27])[CH2:23][CH:22]([NH2:24])[CH2:21][C:20]([CH3:26])([CH3:25])[NH:19]1. (5) Given the product [Cl:27][C:23]1[N:22]=[C:21]([N:18]2[CH2:19][CH2:20][NH:15][CH2:16][C:17]2=[O:28])[CH:26]=[CH:25][CH:24]=1, predict the reactants needed to synthesize it. The reactants are: ClC(OC(Cl)=O)C.C1(C[N:15]2[CH2:20][CH2:19][N:18]([C:21]3[CH:26]=[CH:25][CH:24]=[C:23]([Cl:27])[N:22]=3)[C:17](=[O:28])[CH2:16]2)C=CC=CC=1. (6) Given the product [CH3:1][O:2][C:9]1[CH:14]=[C:13]([C:15]([OH:17])=[O:16])[CH:12]=[C:11]([C:19]2[CH:24]=[CH:23][CH:22]=[CH:21][CH:20]=2)[N:10]=1, predict the reactants needed to synthesize it. The reactants are: [CH3:1][O-:2].[Na+].CO.CO.Cl[C:9]1[CH:14]=[C:13]([C:15]([O:17]C)=[O:16])[CH:12]=[C:11]([C:19]2[CH:24]=[CH:23][CH:22]=[CH:21][CH:20]=2)[N:10]=1.Cl.